Dataset: Reaction yield outcomes from USPTO patents with 853,638 reactions. Task: Predict the reaction yield, written as a fraction of the theoretical maximum amount of product (1.0 means a 100% yield; for example, 0.34 means a 34% yield). The reactants are Br[C:2]1[N:7]=[C:6]([C:8]([O:10][CH3:11])=[O:9])[CH:5]=[CH:4][C:3]=1[F:12].[F:13][C:14]1[CH:15]=[C:16]([C:30]2([OH:33])[CH2:32][CH2:31]2)[CH:17]=[C:18]([F:29])[C:19]=1B1OC(C)(C)C(C)(C)O1. No catalyst specified. The product is [F:13][C:14]1[CH:15]=[C:16]([C:30]2([OH:33])[CH2:31][CH2:32]2)[CH:17]=[C:18]([F:29])[C:19]=1[C:2]1[N:7]=[C:6]([C:8]([O:10][CH3:11])=[O:9])[CH:5]=[CH:4][C:3]=1[F:12]. The yield is 0.0600.